This data is from Reaction yield outcomes from USPTO patents with 853,638 reactions. The task is: Predict the reaction yield, written as a fraction of the theoretical maximum amount of product (1.0 means a 100% yield; for example, 0.34 means a 34% yield). (1) The reactants are C([Sn](CCCC)(CCCC)[C:6]1[S:7][CH:8]=[C:9]([P:19]([O:24][CH2:25][CH3:26])([O:21][CH2:22][CH3:23])=[O:20])[C:10]=1[P:11]([O:16][CH2:17][CH3:18])([O:13][CH2:14][CH3:15])=[O:12])CCC.I[C:36]1[S:37][CH:38]=[CH:39][CH:40]=1.[F-].[K+]. The catalyst is C1COCC1.[Cu]Cl. The product is [CH2:14]([O:13][P:11]([C:10]1[C:9]([P:19]([O:21][CH2:22][CH3:23])([O:24][CH2:25][CH3:26])=[O:20])=[CH:8][S:7][C:6]=1[C:36]1[S:37][CH:38]=[CH:39][CH:40]=1)([O:16][CH2:17][CH3:18])=[O:12])[CH3:15]. The yield is 0.880. (2) The reactants are [OH:1][CH2:2][C:3]12[CH2:12][CH:7]3[CH2:8][CH:9]([CH2:11][CH:5]([N:6]3C(OC(C)(C)C)=O)[CH2:4]1)[CH2:10]2.FC(F)(F)C(O)=O. The catalyst is C(Cl)Cl. The product is [CH:7]12[CH2:12][C:3]3([CH2:2][OH:1])[CH2:10][CH:9]([CH2:11][CH:5]([CH2:4]3)[NH:6]1)[CH2:8]2. The yield is 0.970. (3) The reactants are [Br:1][C:2]1[N:7]=[C:6]([C:8]([O:10][CH3:11])=[O:9])[C:5]([OH:12])=[CH:4][CH:3]=1.CS(O[CH2:18][CH:19]1[CH2:24][CH2:23][N:22]([C:25]([O:27][CH:28]([CH3:30])[CH3:29])=[O:26])[CH2:21][CH2:20]1)(=O)=O.C([O-])([O-])=O.[K+].[K+]. The catalyst is CN(C=O)C. The product is [Br:1][C:2]1[N:7]=[C:6]([C:8]([O:10][CH3:11])=[O:9])[C:5]([O:12][CH2:18][CH:19]2[CH2:24][CH2:23][N:22]([C:25]([O:27][CH:28]([CH3:30])[CH3:29])=[O:26])[CH2:21][CH2:20]2)=[CH:4][CH:3]=1. The yield is 0.860. (4) The reactants are [H-].[Na+].[C:3]1([CH:9]([N:13]2[CH:17]=[C:16]([C:18]3[C:19]4[CH:26]=[CH:25][N:24]([CH2:27][O:28][CH2:29][CH2:30][Si:31]([CH3:34])([CH3:33])[CH3:32])[C:20]=4[N:21]=[CH:22][N:23]=3)[CH:15]=[N:14]2)[CH2:10][CH2:11][OH:12])[CH:8]=[CH:7][CH:6]=[CH:5][CH:4]=1.[CH3:35]N(C=O)C.CI. No catalyst specified. The product is [CH3:35][O:12][CH2:11][CH2:10][CH:9]([N:13]1[CH:17]=[C:16]([C:18]2[C:19]3[CH:26]=[CH:25][N:24]([CH2:27][O:28][CH2:29][CH2:30][Si:31]([CH3:33])([CH3:32])[CH3:34])[C:20]=3[N:21]=[CH:22][N:23]=2)[CH:15]=[N:14]1)[C:3]1[CH:8]=[CH:7][CH:6]=[CH:5][CH:4]=1. The yield is 0.880. (5) The reactants are Cl.[Cl:2][C:3]1[C:4]([O:37][CH3:38])=[CH:5][CH:6]=[C:7]2[C:12]=1[N:11]=[C:10]([C:13]1[S:14][CH:15]=[C:16]([CH:18]([CH3:20])[CH3:19])[N:17]=1)[CH:9]=[C:8]2[O:21][C@@H:22]1[CH2:26][NH:25][C@H:24]([C:27]([N:29]([CH2:31][CH2:32][CH2:33][CH2:34][CH:35]=[CH2:36])[CH3:30])=[O:28])[CH2:23]1.[C:39](N1C=CN=C1)([N:41]1[CH:45]=[CH:44][N:43]=[CH:42]1)=[O:40]. The catalyst is ClCCl. The product is [Cl:2][C:3]1[C:4]([O:37][CH3:38])=[CH:5][CH:6]=[C:7]2[C:12]=1[N:11]=[C:10]([C:13]1[S:14][CH:15]=[C:16]([CH:18]([CH3:20])[CH3:19])[N:17]=1)[CH:9]=[C:8]2[O:21][C@@H:22]1[CH2:26][N:25]([C:39]([N:41]2[CH:45]=[CH:44][N:43]=[CH:42]2)=[O:40])[C@H:24]([C:27]([N:29]([CH2:31][CH2:32][CH2:33][CH2:34][CH:35]=[CH2:36])[CH3:30])=[O:28])[CH2:23]1. The yield is 0.990. (6) The reactants are [OH:1][C:2]1[C:7]2[NH:8][C:9]([C:11]3[S:12][CH:13]=[CH:14][CH:15]=3)=[N:10][C:6]=2[C:5]([C:16]([NH:18][CH2:19][CH2:20][O:21][C:22]2[CH:27]=[CH:26][C:25]([N+:28]([O-])=O)=[CH:24][CH:23]=2)=[O:17])=[CH:4][CH:3]=1.Cl.[C:32]1([CH3:42])[CH:37]=[CH:36][C:35]([S:38](Cl)(=[O:40])=[O:39])=[CH:34][CH:33]=1.CCN(C(C)C)C(C)C. The catalyst is CCO.[Fe]. The product is [OH:1][C:2]1[C:7]2[NH:8][C:9]([C:11]3[S:12][CH:13]=[CH:14][CH:15]=3)=[N:10][C:6]=2[C:5]([C:16]([NH:18][CH2:19][CH2:20][O:21][C:22]2[CH:27]=[CH:26][C:25]([NH:28][S:38]([C:35]3[CH:36]=[CH:37][C:32]([CH3:42])=[CH:33][CH:34]=3)(=[O:40])=[O:39])=[CH:24][CH:23]=2)=[O:17])=[CH:4][CH:3]=1. The yield is 0.0600.